From a dataset of Peptide-MHC class II binding affinity with 134,281 pairs from IEDB. Regression. Given a peptide amino acid sequence and an MHC pseudo amino acid sequence, predict their binding affinity value. This is MHC class II binding data. The peptide sequence is QEALEDFREFSRAKGL. The MHC is DRB1_0301 with pseudo-sequence DRB1_0301. The binding affinity (normalized) is 0.215.